This data is from Full USPTO retrosynthesis dataset with 1.9M reactions from patents (1976-2016). The task is: Predict the reactants needed to synthesize the given product. (1) Given the product [CH:13]1([CH2:12][CH2:11][N:10]2[C:3]3[N:4]=[C:5]([C:8]#[N:9])[N:6]=[CH:7][C:2]=3[CH:21]=[C:20]2[CH2:19][C:22]2[CH:23]=[CH:24][C:25]([CH2:28][OH:29])=[CH:26][CH:27]=2)[CH2:18][CH2:17][CH2:16][CH2:15][CH2:14]1, predict the reactants needed to synthesize it. The reactants are: Br[C:2]1[C:3]([NH:10][CH2:11][CH2:12][CH:13]2[CH2:18][CH2:17][CH2:16][CH2:15][CH2:14]2)=[N:4][C:5]([C:8]#[N:9])=[N:6][CH:7]=1.[CH2:19]([C:22]1[CH:27]=[CH:26][C:25]([CH2:28][OH:29])=[CH:24][CH:23]=1)[C:20]#[CH:21].C(N(CC)CC)C.[Cl-].[NH4+]. (2) Given the product [C:1]1([CH:7]([C:9]2[CH:14]=[CH:13][CH:12]=[CH:11][CH:10]=2)[CH2:8][N:25]=[C:26]=[S:27])[CH:6]=[CH:5][CH:4]=[CH:3][CH:2]=1, predict the reactants needed to synthesize it. The reactants are: [C:1]1([C:7](N)([C:9]2[CH:14]=[CH:13][CH:12]=[CH:11][CH:10]=2)[CH3:8])[CH:6]=[CH:5][CH:4]=[CH:3][CH:2]=1.C1(C(C2C=CC=CC=2)CC[N:25]=[C:26]=[S:27])C=CC=CC=1. (3) Given the product [N+:14]([C:17]1[C:26]2[C:21](=[CH:22][CH:23]=[CH:24][CH:25]=2)[C:20]([O:1][C@H:2]2[CH2:6][CH2:5][N:4]([C:7]([O:9][C:10]([CH3:13])([CH3:12])[CH3:11])=[O:8])[CH2:3]2)=[CH:19][CH:18]=1)([O-:16])=[O:15], predict the reactants needed to synthesize it. The reactants are: [OH:1][C@@H:2]1[CH2:6][CH2:5][N:4]([C:7]([O:9][C:10]([CH3:13])([CH3:12])[CH3:11])=[O:8])[CH2:3]1.[N+:14]([C:17]1[C:26]2[C:21](=[CH:22][CH:23]=[CH:24][CH:25]=2)[C:20](O)=[CH:19][CH:18]=1)([O-:16])=[O:15].